The task is: Predict the product of the given reaction.. This data is from Forward reaction prediction with 1.9M reactions from USPTO patents (1976-2016). (1) Given the reactants [Cl:1][C:2]1[CH:3]=[C:4]2[C:8](=[CH:9][CH:10]=1)[N:7]([S:11]([C:14]1[CH:15]=[C:16]([CH:32]=[CH:33][CH:34]=1)[C:17]([NH:19][C:20]1[CH:29]=[CH:28][C:27]([CH:30]=O)=[CH:26][C:21]=1[C:22]([O:24]C)=[O:23])=[O:18])(=[O:13])=[O:12])[CH2:6][CH2:5]2.Cl.[CH3:36][O:37][NH2:38].[OH-].[Na+].Cl, predict the reaction product. The product is: [Cl:1][C:2]1[CH:3]=[C:4]2[C:8](=[CH:9][CH:10]=1)[N:7]([S:11]([C:14]1[CH:15]=[C:16]([CH:32]=[CH:33][CH:34]=1)[C:17]([NH:19][C:20]1[CH:29]=[CH:28][C:27](/[CH:30]=[N:38]/[O:37][CH3:36])=[CH:26][C:21]=1[C:22]([OH:24])=[O:23])=[O:18])(=[O:12])=[O:13])[CH2:6][CH2:5]2. (2) Given the reactants [CH3:1][CH:2]([NH:9][CH:10]1[CH2:15][CH2:14][N:13]([CH3:16])[CH2:12][CH2:11]1)[C:3]1[CH:8]=[CH:7][CH:6]=[CH:5][CH:4]=1.[C:17]1([CH2:23][CH2:24]N)[CH:22]=[CH:21][CH:20]=[CH:19][CH:18]=1.CN1CC[C:30](=[O:33])CC1.[BH3-]C#N.[Na+].C[OH:39], predict the reaction product. The product is: [CH3:30][O:33][C:20]1[CH:21]=[CH:22][C:17]([CH2:23][C:24]([N:9]([CH:2]([C:3]2[CH:8]=[CH:7][CH:6]=[CH:5][CH:4]=2)[CH3:1])[CH:10]2[CH2:15][CH2:14][N:13]([CH3:16])[CH2:12][CH2:11]2)=[O:39])=[CH:18][CH:19]=1. (3) Given the reactants [C:1](/[C:3](=[CH:21]\[C:22]1[NH:23][CH:24]=[CH:25][N:26]=1)/[C:4]([NH:6][CH:7]([C:11]1[CH:16]=[CH:15][C:14]([O:17]COC)=[CH:13][CH:12]=1)[CH2:8][CH2:9][CH3:10])=[O:5])#[N:2].Cl.CO, predict the reaction product. The product is: [C:1](/[C:3](=[CH:21]\[C:22]1[NH:26][CH:25]=[CH:24][N:23]=1)/[C:4]([NH:6][CH:7]([C:11]1[CH:16]=[CH:15][C:14]([OH:17])=[CH:13][CH:12]=1)[CH2:8][CH2:9][CH3:10])=[O:5])#[N:2]. (4) Given the reactants C([O:3][C:4]([C:6]1[NH:7][C:8]([CH:12]=[O:13])=[C:9]([CH3:11])[CH:10]=1)=[O:5])C.[OH-].[K+], predict the reaction product. The product is: [CH:12]([C:8]1[NH:7][C:6]([C:4]([OH:5])=[O:3])=[CH:10][C:9]=1[CH3:11])=[O:13]. (5) The product is: [F:17][C:14]1[CH:13]=[CH:12][C:11]([C:10]2[C:9]([C:18]3[CH:19]=[CH:20][C:21]([F:24])=[CH:22][CH:23]=3)=[C:8]([CH:25]=[O:26])[N:7]([CH:27]([CH3:29])[CH3:28])[C:6]=2[C:4]([OH:5])=[O:3])=[CH:16][CH:15]=1. Given the reactants C([O:3][C:4]([C:6]1[N:7]([CH:27]([CH3:29])[CH3:28])[C:8]([CH:25]=[O:26])=[C:9]([C:18]2[CH:23]=[CH:22][C:21]([F:24])=[CH:20][CH:19]=2)[C:10]=1[C:11]1[CH:16]=[CH:15][C:14]([F:17])=[CH:13][CH:12]=1)=[O:5])C.[OH-].[Na+], predict the reaction product. (6) Given the reactants CN1[CH2:7][CH2:6][N:5]([C:8]2[CH:13]=[CH:12][C:11]([NH:14][C:15]3[C:16]4[N:17]([N:29]=[CH:30][N:31]=4)[C:18](C4C=C(C(N)=O)SC=4)=[CH:19][N:20]=3)=[CH:10][CH:9]=2)[CH2:4][CH2:3]1.N1(C2C=CC(N)=CC=2)CC[O:35]CC1.[NH:45]1[CH:49]=[CH:48][CH2:47][N:46]1B(O)O.C([O-])([O-])=O.[Na+].[Na+], predict the reaction product. The product is: [N:5]1([C:8]2[CH:9]=[CH:10][C:11]([NH:14][C:15]3[C:16]4[N:17]([N:29]=[CH:30][N:31]=4)[C:18]([C:49]4[NH:45][N:46]=[CH:47][CH:48]=4)=[CH:19][N:20]=3)=[CH:12][CH:13]=2)[CH2:6][CH2:7][O:35][CH2:3][CH2:4]1.